Dataset: Catalyst prediction with 721,799 reactions and 888 catalyst types from USPTO. Task: Predict which catalyst facilitates the given reaction. (1) Reactant: C(Cl)(=O)C(Cl)=O.CS(C)=O.[Cl:11][C:12]1[CH:13]=[C:14]([CH2:21][OH:22])[CH:15]=[C:16]([N+:18]([O-:20])=[O:19])[CH:17]=1.C(N(CC)CC)C. Product: [Cl:11][C:12]1[CH:13]=[C:14]([CH:15]=[C:16]([N+:18]([O-:20])=[O:19])[CH:17]=1)[CH:21]=[O:22]. The catalyst class is: 2. (2) Reactant: C[O:2][C:3]1[CH:8]=[CH:7][C:6]([N:9]2[C:13]([CH3:14])=[CH:12][C:11]([CH3:15])=[N:10]2)=[CH:5][CH:4]=1.Br. Product: [CH3:15][C:11]1[CH:12]=[C:13]([CH3:14])[N:9]([C:6]2[CH:7]=[CH:8][C:3]([OH:2])=[CH:4][CH:5]=2)[N:10]=1. The catalyst class is: 52. (3) Reactant: Cl.[NH2:2][C@H:3]1[C:11]2[C:6](=[CH:7][C:8]([C:12]([O:14][CH3:15])=[O:13])=[CH:9][CH:10]=2)[CH2:5][CH2:4]1.C(N(CC)CC)C.[Cl:23][C:24]1[CH:29]=[CH:28][CH:27]=[CH:26][C:25]=1[S:30](Cl)(=[O:32])=[O:31]. Product: [Cl:23][C:24]1[CH:29]=[CH:28][CH:27]=[CH:26][C:25]=1[S:30]([NH:2][C@H:3]1[C:11]2[C:6](=[CH:7][C:8]([C:12]([O:14][CH3:15])=[O:13])=[CH:9][CH:10]=2)[CH2:5][CH2:4]1)(=[O:32])=[O:31]. The catalyst class is: 4. (4) Reactant: [CH3:1][C:2]1([CH3:27])[CH2:11][CH2:10][C:9]([CH3:13])([CH3:12])[C:8]2[CH:7]=[C:6]([C:14]#[C:15][S:16][C:17]3[CH:26]=[CH:25][C:20]([C:21]([O:23]C)=[O:22])=[CH:19][CH:18]=3)[CH:5]=[CH:4][C:3]1=2. Product: [CH3:1][C:2]1([CH3:27])[CH2:11][CH2:10][C:9]([CH3:12])([CH3:13])[C:8]2[CH:7]=[C:6]([C:14]#[C:15][S:16][C:17]3[CH:18]=[CH:19][C:20]([C:21]([OH:23])=[O:22])=[CH:25][CH:26]=3)[CH:5]=[CH:4][C:3]1=2. The catalyst class is: 1. (5) Reactant: [CH3:1][N:2]1[C:6]2[C:7]3[CH:8]=[C:9]([N+:15]([O-:17])=[O:16])[CH:10]=[CH:11][C:12]=3[S:13][CH2:14][C:5]=2[C:4]([C:18]([OH:20])=O)=[N:3]1.C(N(CC)CC)C.C(P1(=O)OP(CCC)(=O)OP(CCC)(=O)O1)CC.CCOC(C)=O.[NH:52]1[CH2:57][CH2:56][O:55][CH2:54][CH2:53]1. Product: [CH3:1][N:2]1[C:6]2[C:7]3[CH:8]=[C:9]([N+:15]([O-:17])=[O:16])[CH:10]=[CH:11][C:12]=3[S:13][CH2:14][C:5]=2[C:4]([C:18]([N:52]2[CH2:57][CH2:56][O:55][CH2:54][CH2:53]2)=[O:20])=[N:3]1. The catalyst class is: 1. (6) The catalyst class is: 239. Product: [CH3:1][C:2]1[C:6]([C:7]2[CH:19]=[C:18]([C:20]([NH:47][CH2:48][CH2:49][CH3:50])=[O:21])[C:17]3[C:12]4[C:11](=[CH:16][CH:15]=[C:14]([C:23]([N:25]5[CH2:28][CH:27]([F:29])[CH2:26]5)=[O:24])[CH:13]=4)[N:10]([CH2:30][C:31]4[CH:32]=[CH:33][C:34]([F:37])=[CH:35][CH:36]=4)[C:9]=3[CH:8]=2)=[C:5]([CH3:38])[O:4][N:3]=1. Reactant: [CH3:1][C:2]1[C:6]([C:7]2[CH:19]=[C:18]([C:20](O)=[O:21])[C:17]3[C:16]4[C:11](=[CH:12][CH:13]=[C:14]([C:23]([N:25]5[CH2:28][CH:27]([F:29])[CH2:26]5)=[O:24])[CH:15]=4)[N:10]([CH2:30][C:31]4[CH:36]=[CH:35][C:34]([F:37])=[CH:33][CH:32]=4)[C:9]=3[CH:8]=2)=[C:5]([CH3:38])[O:4][N:3]=1.CN(C(O[N:47]1N=N[C:49]2[CH:50]=CC(=C[C:48]1=2)Cl)=[N+](C)C)C.F[P-](F)(F)(F)(F)F.C(N)CC. (7) Reactant: CI.[CH2:3]([N:10]1[C:18]2[CH:17]=[CH:16][CH:15]=[C:14]([NH:19][C:20]3[CH:25]=[CH:24][N:23]=[C:22]([S:26][CH3:27])[N:21]=3)[C:13]=2[CH:12]=[N:11]1)[C:4]1[CH:9]=[CH:8][CH:7]=[CH:6][CH:5]=1.[C:28](=O)([O-])[O-].[Cs+].[Cs+]. Product: [CH2:3]([N:10]1[C:18]2[CH:17]=[CH:16][CH:15]=[C:14]([N:19]([CH3:28])[C:20]3[CH:25]=[CH:24][N:23]=[C:22]([S:26][CH3:27])[N:21]=3)[C:13]=2[CH:12]=[N:11]1)[C:4]1[CH:9]=[CH:8][CH:7]=[CH:6][CH:5]=1. The catalyst class is: 10. (8) Reactant: [C:1]([OH:4])(=O)[CH3:2].[F:5][C:6]([F:17])([F:16])[C:7]1[CH:8]=[C:9]([CH:13]([NH2:15])[CH3:14])[CH:10]=[CH:11][CH:12]=1.[CH:18]1[CH:19]=[CH:20][C:21]2N(O)N=N[C:22]=2[CH:23]=1.[CH3:28][CH2:29][N:30]=[C:31]=[N:32][CH2:33][CH2:34][CH2:35]N(C)C.[ClH:39].CN(C)C=[O:43]. Product: [Cl:39][C:18]1[CH:19]=[CH:20][C:21]([C:31]2[N:32]([CH:33]3[CH2:34][CH2:35]3)[C:28](=[O:43])[N:29]([CH2:2][C:1]([NH:15][CH:13]([C:9]3[CH:10]=[CH:11][CH:12]=[C:7]([C:6]([F:16])([F:17])[F:5])[CH:8]=3)[CH3:14])=[O:4])[CH:30]=2)=[CH:22][CH:23]=1. The catalyst class is: 6. (9) Reactant: [I:1][C:2]1[CH:10]=[CH:9][C:5]([C:6]([OH:8])=O)=[CH:4][CH:3]=1.ClCCCl.S(Cl)(Cl)=O.[C:19]1([NH:25][C:26]2[CH:31]=[CH:30][CH:29]=[CH:28][C:27]=2[NH2:32])[CH:24]=[CH:23][CH:22]=[CH:21][CH:20]=1. Product: [I:1][C:2]1[CH:3]=[CH:4][C:5]([C:6]([NH:32][C:27]2[CH:28]=[CH:29][CH:30]=[CH:31][C:26]=2[NH:25][C:19]2[CH:20]=[CH:21][CH:22]=[CH:23][CH:24]=2)=[O:8])=[CH:9][CH:10]=1. The catalyst class is: 35. (10) Reactant: C([C:8]1[CH:9]=[C:10]([CH:15]=[CH:16][C:17]=1[I:18])[C:11]([O:13]C)=O)C1C=CC=CC=1.[BH4-].[Li+].[Cl-].[NH4+]. Product: [CH2:11]([O:13][C:8]1[CH:9]=[C:10]([CH:15]=[CH:16][C:17]=1[I:18])[CH2:11][OH:13])[C:10]1[CH:15]=[CH:16][CH:17]=[CH:8][CH:9]=1. The catalyst class is: 7.